Dataset: Full USPTO retrosynthesis dataset with 1.9M reactions from patents (1976-2016). Task: Predict the reactants needed to synthesize the given product. (1) Given the product [F:24][C:25]1[C:30]([C:21]2[CH:20]=[CH:19][C:16]3[C:17]4[N:18]=[C:9]([C:8]5[N:4]([CH:1]([CH3:3])[CH3:2])[N:5]=[CH:6][N:7]=5)[S:10][C:11]=4[CH2:12][CH2:13][O:14][C:15]=3[CH:22]=2)=[CH:29][CH:28]=[CH:27][N:26]=1, predict the reactants needed to synthesize it. The reactants are: [CH:1]([N:4]1[C:8]([C:9]2[S:10][C:11]3[CH2:12][CH2:13][O:14][C:15]4[CH:22]=[C:21](Br)[CH:20]=[CH:19][C:16]=4[C:17]=3[N:18]=2)=[N:7][CH:6]=[N:5]1)([CH3:3])[CH3:2].[F:24][C:25]1[C:30](B(O)O)=[CH:29][CH:28]=[CH:27][N:26]=1. (2) Given the product [Si:25]([O:24][C:19]1[CH:20]=[CH:21][CH:22]=[CH:23][C:18]=1[C:16]1[N:17]=[C:10]([NH:9][C:6]([C:1]2[S:5][CH:4]=[CH:3][CH:2]=2)=[O:7])[C:11]([C:12]#[N:13])=[C:14]([C:32]2[CH:37]=[CH:36][CH:35]=[C:34]([N+:38]([O-:40])=[O:39])[CH:33]=2)[CH:15]=1)([C:28]([CH3:31])([CH3:30])[CH3:29])([CH3:27])[CH3:26], predict the reactants needed to synthesize it. The reactants are: [C:1]1([C:6](Cl)=[O:7])[S:5][CH:4]=[CH:3][CH:2]=1.[NH2:9][C:10]1[N:17]=[C:16]([C:18]2[CH:23]=[CH:22][CH:21]=[CH:20][C:19]=2[O:24][Si:25]([C:28]([CH3:31])([CH3:30])[CH3:29])([CH3:27])[CH3:26])[CH:15]=[C:14]([C:32]2[CH:37]=[CH:36][CH:35]=[C:34]([N+:38]([O-:40])=[O:39])[CH:33]=2)[C:11]=1[C:12]#[N:13]. (3) The reactants are: C(O[C:4]([N:6]1[CH:10]=[C:9]([C:11]2[CH:16]=[CH:15][C:14]([S:17]([CH3:20])(=[O:19])=[O:18])=[CH:13][CH:12]=2)[N:8]([CH2:21][C:22]2[CH:27]=[CH:26][C:25]([C:28]([P:31]([O:36][CH2:37][CH3:38])([O:33][CH2:34][CH3:35])=[O:32])([F:30])[F:29])=[C:24]([Br:39])[CH:23]=2)[C:7]1=[O:40])=O)C.CNC. Given the product [CH2:34]([O:33][P:31]([C:28]([C:25]1[CH:26]=[CH:27][C:22]([CH2:21][N:8]2[C:9]([C:11]3[CH:16]=[CH:15][C:14]([S:17]([CH3:20])(=[O:18])=[O:19])=[CH:13][CH:12]=3)=[CH:10][N:6]([CH3:4])[C:7]2=[O:40])=[CH:23][C:24]=1[Br:39])([F:29])[F:30])(=[O:32])[O:36][CH2:37][CH3:38])[CH3:35], predict the reactants needed to synthesize it. (4) Given the product [C:1]([C:4]1[CH:5]=[CH:6][C:7]2[C:8]3[C:16]([C:17]4[C:18]([CH3:24])=[C:19]([NH:23][C:32]([C:31]5[CH:35]=[C:36]([O:39][CH3:40])[CH:37]=[CH:38][C:30]=5[C:28]([OH:29])=[O:43])=[O:34])[CH:20]=[CH:21][CH:22]=4)=[N:15][N:14]=[C:13]([C:25](=[O:26])[NH2:27])[C:9]=3[NH:10][C:11]=2[CH:12]=1)(=[O:3])[CH3:2], predict the reactants needed to synthesize it. The reactants are: [C:1]([C:4]1[CH:5]=[CH:6][C:7]2[C:8]3[C:16]([C:17]4[CH:22]=[CH:21][CH:20]=[C:19]([NH2:23])[C:18]=4[CH3:24])=[N:15][N:14]=[C:13]([C:25]([NH2:27])=[O:26])[C:9]=3[NH:10][C:11]=2[CH:12]=1)(=[O:3])[CH3:2].[CH:28]([C:30]1[CH:38]=[CH:37][C:36]([O:39][CH3:40])=[CH:35][C:31]=1[C:32]([OH:34])=O)=[O:29].C(O[BH-](OC(=O)C)OC(=O)C)(=[O:43])C.[Na+].C(O)(=O)C.